From a dataset of Reaction yield outcomes from USPTO patents with 853,638 reactions. Predict the reaction yield, written as a fraction of the theoretical maximum amount of product (1.0 means a 100% yield; for example, 0.34 means a 34% yield). (1) The reactants are [F:1][C:2]1[C:11]2[CH2:10][N:9]([C@H:12]([CH:16]([CH3:18])[CH3:17])[C:13]([OH:15])=O)[C:8](=[O:19])[C:7]3=[CH:20][NH:21][C:5]([C:6]=23)=[N:4][CH:3]=1.C1C=C2N=NN(O)C2=CC=1.O.CCN=C=NCCCN(C)C.Cl.[F:45][CH:46]([F:51])[CH:47]1[CH2:50][NH:49][CH2:48]1.CN1CCOCC1. The catalyst is CN(C=O)C. The product is [F:45][CH:46]([F:51])[CH:47]1[CH2:50][N:49]([C:13](=[O:15])[C@H:12]([N:9]2[C:8](=[O:19])[C:7]3=[CH:20][NH:21][C:5]4[C:6]3=[C:11]([C:2]([F:1])=[CH:3][N:4]=4)[CH2:10]2)[CH:16]([CH3:17])[CH3:18])[CH2:48]1. The yield is 0.500. (2) The reactants are [CH2:1]([C:8]1[C:9](Cl)=[N:10][C:11]2[C:16]([CH:17]=1)=[CH:15][C:14]([Br:18])=[CH:13][CH:12]=2)[C:2]1[CH:7]=[CH:6][CH:5]=[CH:4][CH:3]=1.[NH:20]1[CH:24]=[CH:23][N:22]=[CH:21]1. The catalyst is N1C=CC=CC=1. The product is [CH2:1]([C:8]1[C:9]([N:20]2[CH:24]=[CH:23][N:22]=[CH:21]2)=[N:10][C:11]2[C:16]([CH:17]=1)=[CH:15][C:14]([Br:18])=[CH:13][CH:12]=2)[C:2]1[CH:7]=[CH:6][CH:5]=[CH:4][CH:3]=1. The yield is 0.850. (3) The yield is 0.930. The catalyst is C1COCC1. The product is [C:1]([O:5][C:6]([N:8]1[CH2:13][CH2:12][N:11]([CH2:22][C:21]2[CH:24]=[CH:25][C:18]([F:17])=[CH:19][CH:20]=2)[C:10](=[O:14])[CH2:9]1)=[O:7])([CH3:4])([CH3:2])[CH3:3]. The reactants are [C:1]([O:5][C:6]([N:8]1[CH2:13][CH2:12][NH:11][C:10](=[O:14])[CH2:9]1)=[O:7])([CH3:4])([CH3:3])[CH3:2].[H-].[Na+].[F:17][C:18]1[CH:25]=[CH:24][C:21]([CH2:22]Br)=[CH:20][CH:19]=1. (4) The reactants are [CH3:1][C:2]1[O:3][C:4]([C:10]([F:13])([F:12])[F:11])=[C:5]([C:7]([OH:9])=O)[N:6]=1.O1CCCC1.C(Cl)(=O)C(Cl)=O.[NH2:25][C:26]1[CH:27]=[C:28]([CH:45]=[CH:46][C:47]=1[F:48])[O:29][C:30]1[CH:31]=[CH:32][C:33]2[N:34]([N:36]=[C:37]([NH:39][C:40]([CH:42]3[CH2:44][CH2:43]3)=[O:41])[N:38]=2)[CH:35]=1. The catalyst is CN(C)C=O.CN(C)C(=O)C. The product is [CH:42]1([C:40]([NH:39][C:37]2[N:38]=[C:33]3[CH:32]=[CH:31][C:30]([O:29][C:28]4[CH:45]=[CH:46][C:47]([F:48])=[C:26]([NH:25][C:7]([C:5]5[N:6]=[C:2]([CH3:1])[O:3][C:4]=5[C:10]([F:13])([F:12])[F:11])=[O:9])[CH:27]=4)=[CH:35][N:34]3[N:36]=2)=[O:41])[CH2:43][CH2:44]1. The yield is 0.900. (5) The reactants are C(NC(C)C)(C)C.C([Li])CCC.[Cl:13][C:14]1[CH:15]=[C:16]([CH2:20][C:21]([OH:23])=[O:22])[CH:17]=[CH:18][CH:19]=1.[C:24]1(=[O:30])[CH2:29][CH2:28][CH2:27][CH2:26][CH2:25]1. The catalyst is O1CCCC1. The product is [Cl:13][C:14]1[CH:15]=[C:16]([CH:20]([C:24]2([OH:30])[CH2:29][CH2:28][CH2:27][CH2:26][CH2:25]2)[C:21]([OH:23])=[O:22])[CH:17]=[CH:18][CH:19]=1. The yield is 0.960. (6) The reactants are [C:1]([NH:4][C:5]1[CH:10]=[C:9]([C:11]2[CH:16]=[CH:15][C:14]([Si](C)(C)C)=[C:13]([F:21])[CH:12]=2)[N:8]=[C:7]([C:22]([O:24][CH3:25])=[O:23])[C:6]=1[Cl:26])(=[O:3])[CH3:2].[Br:27]Br.[O-]S([O-])=O.[Na+].[Na+]. The catalyst is ClCCl. The product is [C:1]([NH:4][C:5]1[CH:10]=[C:9]([C:11]2[CH:16]=[CH:15][C:14]([Br:27])=[C:13]([F:21])[CH:12]=2)[N:8]=[C:7]([C:22]([O:24][CH3:25])=[O:23])[C:6]=1[Cl:26])(=[O:3])[CH3:2]. The yield is 1.00. (7) The reactants are I[C:2]1[CH:30]=[CH:29][C:5](/[CH:6]=[CH:7]/[C:8]2[CH:28]=[CH:27][C:11]([N:12]([C:20]3[CH:25]=[CH:24][C:23]([CH3:26])=[CH:22][CH:21]=3)[C:13]3[CH:18]=[CH:17][C:16]([CH3:19])=[CH:15][CH:14]=3)=[CH:10][CH:9]=2)=[CH:4][CH:3]=1.C1CCN2C(=NCCC2)CC1.CS(C)=O.[C:46]([OH:50])(=[O:49])[C:47]#[CH:48]. The catalyst is Cl[Pd](Cl)([P](C1C=CC=CC=1)(C1C=CC=CC=1)C1C=CC=CC=1)[P](C1C=CC=CC=1)(C1C=CC=CC=1)C1C=CC=CC=1.C1(P(C2C=CC=CC=2)CCCCP(C2C=CC=CC=2)C2C=CC=CC=2)C=CC=CC=1.C(OCC)(=O)C. The product is [C:16]1([CH3:19])[CH:17]=[CH:18][C:13]([N:12]([C:20]2[CH:25]=[CH:24][C:23]([CH3:26])=[CH:22][CH:21]=2)[C:11]2[CH:27]=[CH:28][C:8](/[CH:7]=[CH:6]/[C:5]3[CH:29]=[CH:30][C:2]([CH2:48][CH2:47][C:46]([OH:50])=[O:49])=[CH:3][CH:4]=3)=[CH:9][CH:10]=2)=[CH:14][CH:15]=1. The yield is 0.620. (8) The reactants are [Cl:1][C:2]1[CH:12]=[C:11]([Cl:13])[CH:10]=[CH:9][C:3]=1[O:4][CH2:5][C:6]([OH:8])=O.[CH3:14][O:15][C:16](=[O:24])[C:17]1[CH:22]=[CH:21][N:20]=[C:19]([NH2:23])[CH:18]=1.C1CN([P+](ON2N=NC3C=CC=CC2=3)(N2CCCC2)N2CCCC2)CC1.F[P-](F)(F)(F)(F)F.C(OCC)(=O)C. The catalyst is CN(C1C=CN=CC=1)C.CN(C=O)C. The product is [CH3:14][O:15][C:16](=[O:24])[C:17]1[CH:22]=[CH:21][N:20]=[C:19]([NH:23][C:6](=[O:8])[CH2:5][O:4][C:3]2[CH:9]=[CH:10][C:11]([Cl:13])=[CH:12][C:2]=2[Cl:1])[CH:18]=1. The yield is 0.710.